From a dataset of Reaction yield outcomes from USPTO patents with 853,638 reactions. Predict the reaction yield, written as a fraction of the theoretical maximum amount of product (1.0 means a 100% yield; for example, 0.34 means a 34% yield). (1) The reactants are [I:1][C:2]1[CH:10]=[CH:9][C:5]([C:6]([OH:8])=[O:7])=[C:4]([Br:11])[CH:3]=1.OS(O)(=O)=O.[CH3:17][CH2:18]O. No catalyst specified. The product is [Br:11][C:4]1[CH:3]=[C:2]([I:1])[CH:10]=[CH:9][C:5]=1[C:6]([O:8][CH2:17][CH3:18])=[O:7]. The yield is 0.920. (2) The reactants are [C:1]([O:10]C)(=O)[C:2]1[C:3](=[CH:5][CH:6]=[CH:7][CH:8]=1)[SH:4].[CH:12]([O:15][C:16]1[CH:21]=[CH:20][C:19]([C:22]#[N:23])=[CH:18][N:17]=1)([CH3:14])[CH3:13].C(N(CC)CC)C. The catalyst is C1(C)C=CC=CC=1. The product is [CH:12]([O:15][C:16]1[N:17]=[CH:18][C:19]([C:22]2[S:4][C:3]3[CH:5]=[CH:6][CH:7]=[CH:8][C:2]=3[C:1](=[O:10])[N:23]=2)=[CH:20][CH:21]=1)([CH3:14])[CH3:13]. The yield is 0.300. (3) The reactants are [CH3:1][O:2][C:3]1[CH:4]=[C:5]2[C:10](=[CH:11][C:12]=1[O:13][CH3:14])[N:9]=[CH:8][CH:7]=[C:6]2[O:15][C:16]1[C:22]([CH3:23])=[CH:21][C:19]([NH2:20])=[C:18]([CH3:24])[CH:17]=1.[C:25]1([CH3:31])[CH:30]=[CH:29][CH:28]=[CH:27][CH:26]=1.C(N(CC)CC)C.Cl[C:40](Cl)([O:42][C:43](=O)OC(Cl)(Cl)Cl)Cl.CC1C=CC(C[SH:57])=CC=1. The catalyst is C(Cl)Cl. The product is [CH3:1][O:2][C:3]1[CH:4]=[C:5]2[C:10](=[CH:11][C:12]=1[O:13][CH3:14])[N:9]=[CH:8][CH:7]=[C:6]2[O:15][C:16]1[C:22]([CH3:23])=[CH:21][C:19]([NH:20][C:40](=[S:57])[O:42][CH2:43][C:28]2[CH:29]=[CH:30][C:25]([CH3:31])=[CH:26][CH:27]=2)=[C:18]([CH3:24])[CH:17]=1. The yield is 0.540. (4) The reactants are [CH3:1][O:2][C:3]1[C:12]2[NH:11][C:10](=[O:13])[O:9][C:8]([CH3:15])([CH3:14])[C:7]=2[CH:6]=[CH:5][CH:4]=1.C([O-])(=O)C.[Na+].[Br:21]Br.[OH-].[NH4+]. The catalyst is C(O)(=O)C. The product is [Br:21][C:5]1[CH:4]=[C:3]([O:2][CH3:1])[C:12]2[NH:11][C:10](=[O:13])[O:9][C:8]([CH3:15])([CH3:14])[C:7]=2[CH:6]=1. The yield is 0.930. (5) The reactants are [OH:1][C:2]1[CH:7]=[CH:6][C:5]([N+:8]([O-:10])=[O:9])=[CH:4][N:3]=1.[I:11]([O-])(=O)=O.[K+].[I-].[K+]. The yield is 0.920. The product is [OH:1][C:2]1[C:7]([I:11])=[CH:6][C:5]([N+:8]([O-:10])=[O:9])=[CH:4][N:3]=1. The catalyst is S(=O)(=O)(O)O.O. (6) The reactants are [CH3:1][C:2]1[C:3]([NH:15][CH:16]2[CH2:26][CH2:25][C:19]3([CH2:24][CH2:23][NH:22][CH2:21][CH2:20]3)[CH2:18][CH2:17]2)=[N:4][C:5]([NH:8][C:9]2[CH:10]=[N:11][N:12]([CH3:14])[CH:13]=2)=[N:6][CH:7]=1.[C:27]([CH2:29][C:30](O)=[O:31])#[N:28].CN(C(ON1N=NC2C=CC=NC1=2)=[N+](C)C)C.F[P-](F)(F)(F)(F)F.CCN(CC)CC. The catalyst is C(Cl)Cl.CN(C=O)C. The product is [CH3:1][C:2]1[C:3]([NH:15][CH:16]2[CH2:26][CH2:25][C:19]3([CH2:24][CH2:23][N:22]([C:30](=[O:31])[CH2:29][C:27]#[N:28])[CH2:21][CH2:20]3)[CH2:18][CH2:17]2)=[N:4][C:5]([NH:8][C:9]2[CH:10]=[N:11][N:12]([CH3:14])[CH:13]=2)=[N:6][CH:7]=1. The yield is 0.560. (7) The reactants are Br[CH2:2][C:3]1[C:12]([Cl:13])=[N:11][CH:10]=[CH:9][C:4]=1[C:5]([O:7]C)=O.Cl.[Cl:15][C:16]1[CH:17]=[C:18]([CH2:27][NH2:28])[CH:19]=[N:20][C:21]=1[O:22][CH2:23][CH:24]([F:26])[F:25]. No catalyst specified. The product is [Cl:13][C:12]1[C:3]2[CH2:2][N:28]([CH2:27][C:18]3[CH:19]=[N:20][C:21]([O:22][CH2:23][CH:24]([F:25])[F:26])=[C:16]([Cl:15])[CH:17]=3)[C:5](=[O:7])[C:4]=2[CH:9]=[CH:10][N:11]=1. The yield is 0.750. (8) The reactants are C(N(CC)CC)C.[F:8][C:9]1[CH:10]=[C:11]2[C:15](=[CH:16][CH:17]=1)[N:14](C(OC(C)(C)C)=O)[CH:13]=[C:12]2[CH:25]=[O:26].[CH3:27][O:28][C:29]1[CH:30]=[C:31]([CH2:43][OH:44])[CH:32]=[C:33]([N:35]=[CH:36][C:37]2[CH:38]=[N:39][CH:40]=[CH:41][CH:42]=2)[CH:34]=1. The catalyst is [Cl-].C([N+]1C(C)=C(CCO)SC=1)C1C=CC=CC=1.C(O)C. The product is [F:8][C:9]1[CH:10]=[C:11]2[C:15](=[CH:16][CH:17]=1)[NH:14][CH:13]=[C:12]2[C:25](=[O:26])[CH:36]([NH:35][C:33]1[CH:34]=[C:29]([O:28][CH3:27])[CH:30]=[C:31]([CH2:43][OH:44])[CH:32]=1)[C:37]1[CH:38]=[N:39][CH:40]=[CH:41][CH:42]=1. The yield is 0.260. (9) The reactants are [Br:1]Br.[N:3]1[C:12]2[C:7](=[CH:8][C:9]([CH2:13][C:14]([O:16][CH3:17])=[O:15])=[CH:10][CH:11]=2)[CH:6]=[CH:5][CH:4]=1.N1C=CC=CC=1.C([O-])(O)=O.[Na+]. The catalyst is C(Cl)(Cl)(Cl)Cl.C(Cl)Cl. The product is [Br:1][C:5]1[CH:4]=[N:3][C:12]2[C:7]([CH:6]=1)=[CH:8][C:9]([CH2:13][C:14]([O:16][CH3:17])=[O:15])=[CH:10][CH:11]=2. The yield is 0.290. (10) The reactants are [CH3:1][C:2]1[O:6][N:5]=[C:4]([C:7]2[CH:12]=[CH:11][CH:10]=[CH:9][CH:8]=2)[C:3]=1[C:13]([OH:15])=O.S(Cl)([Cl:18])=O. No catalyst specified. The product is [CH3:1][C:2]1[O:6][N:5]=[C:4]([C:7]2[CH:12]=[CH:11][CH:10]=[CH:9][CH:8]=2)[C:3]=1[C:13]([Cl:18])=[O:15]. The yield is 0.930.